From a dataset of Catalyst prediction with 721,799 reactions and 888 catalyst types from USPTO. Predict which catalyst facilitates the given reaction. (1) Reactant: [Br:1][C:2]1[CH:3]=[C:4]([CH:20]=[CH:21][C:22]=1[CH3:23])[C:5]([NH:7][C:8]1[CH:13]=[CH:12][C:11]([CH:14]=O)=[C:10]([C:16]([F:19])([F:18])[F:17])[CH:9]=1)=[O:6].Cl.[CH3:25][NH:26][CH3:27]. Product: [Br:1][C:2]1[CH:3]=[C:4]([CH:20]=[CH:21][C:22]=1[CH3:23])[C:5]([NH:7][C:8]1[CH:13]=[CH:12][C:11]([CH2:14][N:26]([CH3:27])[CH3:25])=[C:10]([C:16]([F:19])([F:18])[F:17])[CH:9]=1)=[O:6]. The catalyst class is: 66. (2) Reactant: [Br:1][C:2]1[CH:3]=[C:4]([OH:11])[CH:5]=[CH:6][C:7]=1[N+:8]([O-:10])=[O:9].C(N(CC)CC)C.[Si:19](Cl)([C:22]([CH3:25])([CH3:24])[CH3:23])([CH3:21])[CH3:20].C(OCC)(=O)C. Product: [Br:1][C:2]1[CH:3]=[C:4]([O:11][Si:19]([C:22]([CH3:25])([CH3:24])[CH3:23])([CH3:21])[CH3:20])[CH:5]=[CH:6][C:7]=1[N+:8]([O-:10])=[O:9]. The catalyst class is: 2.